Dataset: Peptide-MHC class I binding affinity with 185,985 pairs from IEDB/IMGT. Task: Regression. Given a peptide amino acid sequence and an MHC pseudo amino acid sequence, predict their binding affinity value. This is MHC class I binding data. (1) The peptide sequence is KYQLKHIVW. The MHC is HLA-A11:01 with pseudo-sequence HLA-A11:01. The binding affinity (normalized) is 0.112. (2) The peptide sequence is GLVFHSQPI. The MHC is HLA-A68:02 with pseudo-sequence HLA-A68:02. The binding affinity (normalized) is 0.210.